From a dataset of Catalyst prediction with 721,799 reactions and 888 catalyst types from USPTO. Predict which catalyst facilitates the given reaction. (1) Reactant: [CH:1]([O:4][CH2:5][C:6]([OH:8])=O)([CH3:3])[CH3:2].CC(C)(C)C(Cl)=O.[Cl-].[Li+].[CH2:18]([C@H:25]1[CH2:29][O:28][C:27](=[O:30])[NH:26]1)[C:19]1[CH:24]=[CH:23][CH:22]=[CH:21][CH:20]=1. Product: [CH2:18]([C@H:25]1[CH2:29][O:28][C:27](=[O:30])[N:26]1[C:6](=[O:8])[CH2:5][O:4][CH:1]([CH3:2])[CH3:3])[C:19]1[CH:20]=[CH:21][CH:22]=[CH:23][CH:24]=1. The catalyst class is: 571. (2) Reactant: [CH:1]([C:3]1C=CC(C#N)=[CH:5][C:4]=1[O:11][CH3:12])=O.NC1C=CN[C:16](=[O:20])[CH:15]=1.FC(F)(F)C(=O)[CH2:24][C:25](OCC=C)=[O:26].N1C=CC=CC1.[C:40]([C:42]1[CH:47]=[CH:46][C:45]([CH:48]2[C:57]3[C:56](=[O:58])[NH:55][CH:54]=[CH:53][C:52]=3[NH:51][C:50](O)([C:59]([F:62])([F:61])[F:60])[CH:49]2[C:64]([O:66][CH2:67][CH:68]=[CH2:69])=[O:65])=[C:44]([O:70][CH3:71])[CH:43]=1)#[N:41]. Product: [C:40]([C:42]1[CH:47]=[CH:46][C:45]([CH:48]2[C:57]3[C:52](=[CH:53][CH:54]=[N:55][C:56]=3[O:58][CH2:1][CH3:3])[NH:51][C:50]([C:59]([F:62])([F:60])[F:61])=[C:49]2[C:64]([O:66][CH2:67][CH:68]=[CH2:69])=[O:65])=[C:44]([O:70][CH3:71])[CH:43]=1)#[N:41].[CH:12]([O:11][CH2:4][CH3:5])([O:20][CH2:16][CH3:15])[O:26][CH2:25][CH3:24]. The catalyst class is: 212.